This data is from Reaction yield outcomes from USPTO patents with 853,638 reactions. The task is: Predict the reaction yield, written as a fraction of the theoretical maximum amount of product (1.0 means a 100% yield; for example, 0.34 means a 34% yield). The reactants are [Cl:1][C:2]1[C:11]2[C:6](=[CH:7][C:8]([S:12]([O:15]C3C(F)=C(F)C(F)=C(F)C=3F)(=[O:14])=O)=[CH:9][CH:10]=2)[CH:5]=[N:4][C:3]=1[O:27][CH3:28].C1COCC1.[CH3:34][O:35][C:36]1[CH:48]=[CH:47][C:39]([CH2:40][NH:41][C:42]2[CH:46]=[CH:45][O:44][N:43]=2)=[CH:38][CH:37]=1.C[Si]([N-][Si](C)(C)C)(C)C.[Li+]. The catalyst is Cl. The product is [Cl:1][C:2]1[C:11]2[C:6](=[CH:7][C:8]([S:12]([N:41]([C:42]3[CH:46]=[CH:45][O:44][N:43]=3)[CH2:40][C:39]3[CH:38]=[CH:37][C:36]([O:35][CH3:34])=[CH:48][CH:47]=3)(=[O:14])=[O:15])=[CH:9][CH:10]=2)[CH:5]=[N:4][C:3]=1[O:27][CH3:28]. The yield is 0.519.